From a dataset of Peptide-MHC class II binding affinity with 134,281 pairs from IEDB. Regression. Given a peptide amino acid sequence and an MHC pseudo amino acid sequence, predict their binding affinity value. This is MHC class II binding data. (1) The peptide sequence is VRYTTEGGTKTEAEDVIPEG. The MHC is DRB5_0101 with pseudo-sequence DRB5_0101. The binding affinity (normalized) is 0.499. (2) The peptide sequence is APYMVGDVITSGDIT. The MHC is DRB5_0101 with pseudo-sequence DRB5_0101. The binding affinity (normalized) is 0.556. (3) The peptide sequence is IKCFEKFLEPKVKFG. The MHC is DRB1_0701 with pseudo-sequence DRB1_0701. The binding affinity (normalized) is 0.449. (4) The peptide sequence is STGGAYESYKFIPALEAAVK. The MHC is HLA-DQA10102-DQB10602 with pseudo-sequence HLA-DQA10102-DQB10602. The binding affinity (normalized) is 0.600.